Dataset: Forward reaction prediction with 1.9M reactions from USPTO patents (1976-2016). Task: Predict the product of the given reaction. (1) Given the reactants [NH2:1][C:2]1[C:11]2[N:10]=[CH:9][C:8]([CH2:12][CH2:13][C:14]3[CH:19]=[CH:18][C:17]([OH:20])=[CH:16][C:15]=3[CH3:21])=[CH:7][C:6]=2[C:5]2[CH:22]=[CH:23][C:24]([CH3:26])=[CH:25][C:4]=2[N:3]=1.[H-].[Na+].[F:29][C:30]([P:41](=[O:48])([O:45][CH2:46][CH3:47])[O:42][CH2:43][CH3:44])([F:40])[CH2:31][CH2:32][O:33][CH2:34][CH2:35][O:36][CH2:37][CH2:38]I, predict the reaction product. The product is: [NH2:1][C:2]1[C:11]2[N:10]=[CH:9][C:8]([CH2:12][CH2:13][C:14]3[CH:19]=[CH:18][C:17]([O:20][CH2:38][CH2:37][O:36][CH2:35][CH2:34][O:33][CH2:32][CH2:31][C:30]([P:41](=[O:48])([O:45][CH2:46][CH3:47])[O:42][CH2:43][CH3:44])([F:29])[F:40])=[CH:16][C:15]=3[CH3:21])=[CH:7][C:6]=2[C:5]2[CH:22]=[CH:23][C:24]([CH3:26])=[CH:25][C:4]=2[N:3]=1. (2) Given the reactants [CH3:1][N:2]1[C:10]2[C:5](=[CH:6][CH:7]=[CH:8][CH:9]=2)[C:4]([CH:11]([CH2:16][CH2:17][CH3:18])[C:12]([O:14][CH3:15])=[O:13])=[CH:3]1.[Br:19]N1C(=O)CCC1=O, predict the reaction product. The product is: [Br:19][C:3]1[N:2]([CH3:1])[C:10]2[C:5]([C:4]=1[CH:11]([CH2:16][CH2:17][CH3:18])[C:12]([O:14][CH3:15])=[O:13])=[CH:6][CH:7]=[CH:8][CH:9]=2. (3) The product is: [Cl:8][C:5]1[CH:6]=[CH:7][C:2]([C:31]2[CH:32]=[C:20]([F:19])[C:21]([C:22]([NH:24][S:25]([CH3:28])(=[O:26])=[O:27])=[O:23])=[CH:29][C:30]=2[CH3:42])=[CH:3][C:4]=1[C:9]([F:12])([F:11])[F:10]. Given the reactants Br[C:2]1[CH:7]=[CH:6][C:5]([Cl:8])=[C:4]([C:9]([F:12])([F:11])[F:10])[CH:3]=1.C(=O)([O-])[O-].[K+].[K+].[F:19][C:20]1[CH:32]=[C:31](B2OC(C)(C)C(C)(C)O2)[C:30]([CH3:42])=[CH:29][C:21]=1[C:22]([NH:24][S:25]([CH3:28])(=[O:27])=[O:26])=[O:23], predict the reaction product. (4) Given the reactants Cl[S:2]([CH2:5][CH:6]([CH:10]([CH3:12])[CH3:11])[C:7]([OH:9])=[O:8])(=[O:4])=[O:3].[N:13]1[CH:18]=[CH:17][CH:16]=[C:15]([C:19]2[CH:24]=[CH:23][C:22]([N:25]3[CH2:30][CH2:29][NH:28][CH2:27][CH2:26]3)=[CH:21][CH:20]=2)[CH:14]=1.C(N(CC)CC)C.FC(F)(F)C(O)=O, predict the reaction product. The product is: [CH3:11][CH:10]([CH3:12])[CH:6]([CH2:5][S:2]([N:28]1[CH2:29][CH2:30][N:25]([C:22]2[CH:21]=[CH:20][C:19]([C:15]3[CH:14]=[N:13][CH:18]=[CH:17][CH:16]=3)=[CH:24][CH:23]=2)[CH2:26][CH2:27]1)(=[O:4])=[O:3])[C:7]([OH:9])=[O:8]. (5) Given the reactants [NH2:1][C:2]1[N:7]=[C:6]([NH:8][CH2:9][CH2:10][NH:11]C(=O)OC(C)(C)C)[CH:5]=[C:4]([C:19]2[CH:24]=[CH:23][CH:22]=[C:21]([CH3:25])[C:20]=2[CH3:26])[N:3]=1, predict the reaction product. The product is: [NH2:11][CH2:10][CH2:9][NH:8][C:6]1[CH:5]=[C:4]([C:19]2[CH:24]=[CH:23][CH:22]=[C:21]([CH3:25])[C:20]=2[CH3:26])[N:3]=[C:2]([NH2:1])[N:7]=1. (6) Given the reactants Br[C:2]1[CH:7]=[CH:6][C:5]([C:8]2([OH:12])[CH2:11][O:10][CH2:9]2)=[CH:4][CH:3]=1.B1(B2OC(C)(C)C(C)(C)O2)OC(C)(C)C(C)(C)O1.C([O-])(=O)C.[K+].ClCCl.I[C:40]1[N:63]([S:64]([C:67]2[CH:72]=[CH:71][CH:70]=[CH:69][CH:68]=2)(=[O:66])=[O:65])[C:43]2=[N:44][CH:45]=[CH:46][C:47]([C:48]3[CH:49]=[CH:50][C:51]([O:56][CH:57]4[CH2:62][CH2:61][O:60][CH2:59][CH2:58]4)=[C:52]([CH:55]=3)[C:53]#[N:54])=[C:42]2[CH:41]=1.C(=O)([O-])[O-].[Cs+].[Cs+], predict the reaction product. The product is: [OH:12][C:8]1([C:5]2[CH:6]=[CH:7][C:2]([C:40]3[N:63]([S:64]([C:67]4[CH:72]=[CH:71][CH:70]=[CH:69][CH:68]=4)(=[O:65])=[O:66])[C:43]4=[N:44][CH:45]=[CH:46][C:47]([C:48]5[CH:49]=[CH:50][C:51]([O:56][CH:57]6[CH2:62][CH2:61][O:60][CH2:59][CH2:58]6)=[C:52]([CH:55]=5)[C:53]#[N:54])=[C:42]4[CH:41]=3)=[CH:3][CH:4]=2)[CH2:11][O:10][CH2:9]1.